From a dataset of Full USPTO retrosynthesis dataset with 1.9M reactions from patents (1976-2016). Predict the reactants needed to synthesize the given product. (1) Given the product [CH:20]1([C:18]([C:12]2[CH:13]=[C:14]([CH3:17])[CH:15]=[CH:16][C:11]=2[NH:10][C:8]([NH:7][C:5]2[S:6][C:2]([S:29][CH2:28][CH2:27][N:26]([CH3:30])[CH3:25])=[CH:3][N:4]=2)=[O:9])=[O:19])[CH2:24][CH2:23][CH2:22][CH2:21]1, predict the reactants needed to synthesize it. The reactants are: Br[C:2]1[S:6][C:5]([NH:7][C:8]([NH:10][C:11]2[CH:16]=[CH:15][C:14]([CH3:17])=[CH:13][C:12]=2[C:18]([CH:20]2[CH2:24][CH2:23][CH2:22][CH2:21]2)=[O:19])=[O:9])=[N:4][CH:3]=1.[CH3:25][N:26]([CH3:30])[CH2:27][CH2:28][SH:29]. (2) Given the product [F:38][C:34]1[CH:33]=[C:32]2[C:37](=[CH:36][CH:35]=1)[N:29]([C:27]([C:23]1[N:24]=[CH:25][N:26]=[C:21]([N:17]3[CH2:18][CH2:19][CH:14]([C:7]4[C:8](=[O:13])[NH:9][C:10]5[C:5]([CH:6]=4)=[CH:4][C:3]([O:2][CH3:1])=[CH:12][CH:11]=5)[CH2:15][CH2:16]3)[CH:22]=1)=[O:28])[CH2:30][CH2:31]2, predict the reactants needed to synthesize it. The reactants are: [CH3:1][O:2][C:3]1[CH:4]=[C:5]2[C:10](=[CH:11][CH:12]=1)[NH:9][C:8](=[O:13])[C:7]([CH:14]1[CH2:19][CH2:18][NH:17][CH2:16][CH2:15]1)=[CH:6]2.Cl[C:21]1[N:26]=[CH:25][N:24]=[C:23]([C:27]([N:29]2[C:37]3[C:32](=[CH:33][C:34]([F:38])=[CH:35][CH:36]=3)[CH2:31][CH2:30]2)=[O:28])[CH:22]=1.CCN(C(C)C)C(C)C. (3) Given the product [O:11]=[C:10]1[NH:6][CH2:7][C@@H:8]([C:12]([OH:14])=[O:13])[CH2:9]1, predict the reactants needed to synthesize it. The reactants are: COC1C=C(OC)C=CC=1C[N:6]1[C:10](=[O:11])[CH2:9][C@H:8]([C:12]([OH:14])=[O:13])[CH2:7]1.C1(OC)C=CC=CC=1.FC(F)(F)C(O)=O. (4) Given the product [CH3:29][O:28][C:27]1[CH:30]=[CH:31][C:24]([C:23]([C:32]2[CH:39]=[CH:38][C:35]([O:36][CH3:37])=[CH:34][CH:33]=2)([C:40]2[CH:45]=[CH:44][CH:43]=[CH:42][CH:41]=2)[O:17][CH2:16][C@@H:14]2[C@@H:13]([OH:18])[C@:12]([F:20])([CH3:19])[C@H:11]([N:8]3[CH:7]=[N:6][C:5]4[C:9]3=[N:10][C:2]([NH:1][C:23]([C:24]3[CH:31]=[CH:30][C:27]([O:28][CH3:29])=[CH:26][CH:25]=3)([C:32]3[CH:39]=[CH:38][C:35]([O:36][CH3:37])=[CH:34][CH:33]=3)[C:40]3[CH:41]=[CH:42][CH:43]=[CH:44][CH:45]=3)=[N:3][C:4]=4[O:21][CH3:22])[O:15]2)=[CH:25][CH:26]=1, predict the reactants needed to synthesize it. The reactants are: [NH2:1][C:2]1[N:10]=[C:9]2[C:5]([N:6]=[CH:7][N:8]2[C@@H:11]2[O:15][C@H:14]([CH2:16][OH:17])[C@@H:13]([OH:18])[C@:12]2([F:20])[CH3:19])=[C:4]([O:21][CH3:22])[N:3]=1.[C:23](Cl)([C:40]1[CH:45]=[CH:44][CH:43]=[CH:42][CH:41]=1)([C:32]1[CH:39]=[CH:38][C:35]([O:36][CH3:37])=[CH:34][CH:33]=1)[C:24]1[CH:31]=[CH:30][C:27]([O:28][CH3:29])=[CH:26][CH:25]=1. (5) Given the product [CH3:32][O:31][C:29](=[O:30])[CH2:28][C:23]1[CH:24]=[CH:25][CH:26]=[CH:27][C:22]=1[N:17]1[CH2:18][C:19](=[O:20])[NH:14][S:13]1(=[O:16])=[O:15], predict the reactants needed to synthesize it. The reactants are: C(C1NC=CN=1)(C1NC=CN=1)=O.[S:13]([N:17]([C:22]1[CH:27]=[CH:26][CH:25]=[CH:24][C:23]=1[CH2:28][C:29]([O:31][CH3:32])=[O:30])[CH2:18][C:19](O)=[O:20])(=[O:16])(=[O:15])[NH2:14]. (6) Given the product [NH2:14][C:11]1[C:10]2[C:15]([CH2:18][O:19][C:20]3[CH:25]=[CH:24][CH:23]=[C:22]([NH:26][C:27](=[O:35])[C:28]4[CH:33]=[CH:32][C:31]([Cl:34])=[CH:30][CH:29]=4)[CH:21]=3)=[CH:16][S:17][C:9]=2[C:8]([C:6]([OH:7])=[O:5])=[CH:13][N:12]=1, predict the reactants needed to synthesize it. The reactants are: [OH-].[Na+].C([O:5][C:6]([C:8]1[C:9]2[S:17][CH:16]=[C:15]([CH2:18][O:19][C:20]3[CH:25]=[CH:24][CH:23]=[C:22]([NH:26][C:27](=[O:35])[C:28]4[CH:33]=[CH:32][C:31]([Cl:34])=[CH:30][CH:29]=4)[CH:21]=3)[C:10]=2[C:11]([NH2:14])=[N:12][CH:13]=1)=[O:7])C. (7) Given the product [C:1]([C:4]1[S:8][C:7]([C:9]([NH:34][CH2:35][CH2:36][CH2:37][N:38]2[CH2:43][CH2:42][O:41][CH2:40][CH2:39]2)=[O:11])=[CH:6][CH:5]=1)(=[O:3])[CH3:2], predict the reactants needed to synthesize it. The reactants are: [C:1]([C:4]1[S:8][C:7]([C:9]([OH:11])=O)=[CH:6][CH:5]=1)(=[O:3])[CH3:2].C1C=CC2N(O)N=NC=2C=1.CCN=C=NCCCN(C)C.Cl.[NH2:34][CH2:35][CH2:36][CH2:37][N:38]1[CH2:43][CH2:42][O:41][CH2:40][CH2:39]1. (8) Given the product [C:23]([C:25]1[CH:30]=[C:29]([C:2]2[CH:7]=[CH:6][CH:5]=[C:4]([S:8]([NH:11][C:12]3[CH:21]=[CH:20][C:15]([C:16]([O:18][CH3:19])=[O:17])=[C:14]([OH:22])[CH:13]=3)(=[O:10])=[O:9])[CH:3]=2)[CH:28]=[CH:27][CH:26]=1)#[N:24], predict the reactants needed to synthesize it. The reactants are: Br[C:2]1[CH:3]=[C:4]([S:8]([NH:11][C:12]2[CH:21]=[CH:20][C:15]([C:16]([O:18][CH3:19])=[O:17])=[C:14]([OH:22])[CH:13]=2)(=[O:10])=[O:9])[CH:5]=[CH:6][CH:7]=1.[C:23]([C:25]1[CH:26]=[C:27](B(O)O)[CH:28]=[CH:29][CH:30]=1)#[N:24]. (9) Given the product [NH2:106][C@H:103]1[CH2:104][CH2:105][C@H:100]([NH:107][C:36]2[CH:37]=[C:38]([NH:47][C:48]3[CH:53]=[CH:52][C:51]([S:54]([NH:57][CH3:58])(=[O:56])=[O:55])=[CH:50][CH:49]=3)[C:39]3[N:40]([C:42]([C:45]#[N:46])=[CH:43][N:44]=3)[N:41]=2)[CH2:101][CH2:102]1, predict the reactants needed to synthesize it. The reactants are: ClC1C=C(N(CC2C=CC(OC)=CC=2)C2C=CC=CC=2)C2N(C(C=CC3C=CN=CC=3)=CN=2)N=1.Cl[C:36]1[CH:37]=[C:38]([NH:47][C:48]2[CH:53]=[CH:52][C:51]([S:54]([NH:57][CH3:58])(=[O:56])=[O:55])=[CH:50][CH:49]=2)[C:39]2[N:40]([C:42]([C:45]#[N:46])=[CH:43][N:44]=2)[N:41]=1.C(N1CCCC(NC2C=C(N(CC3C=CC(OC)=CC=3)C3C=CC=CC=3)C3N(C(C#N)=CN=3)N=2)C1)C1C=CC=CC=1.[C@H:100]1([NH2:107])[CH2:105][CH2:104][C@H:103]([NH2:106])[CH2:102][CH2:101]1. (10) Given the product [O:12]([C:13]1[CH:18]=[C:17]([CH2:19][OH:20])[CH:16]=[CH:15][C:14]=1[CH2:24][C:25]1[CH:26]=[CH:27][C:28]([O:31][CH3:32])=[CH:29][CH:30]=1)[C@@H:11]1[O:33][C@H:34]([C@@H:55]([CH3:65])[OH:56])[C@@H:35]([OH:46])[C@H:36]([OH:37])[C@H:10]1[OH:9], predict the reactants needed to synthesize it. The reactants are: C([O:9][C@@H:10]1[C@@H:36]([O:37]C(=O)C2C=CC=CC=2)[C@H:35]([O:46]C(=O)C2C=CC=CC=2)[C@@H:34]([C@@H:55]([CH3:65])[O:56]C(=O)C2C=CC=CC=2)[O:33][C@H:11]1[O:12][C:13]1[CH:18]=[C:17]([CH2:19][O:20]C(=O)C)[CH:16]=[CH:15][C:14]=1[CH2:24][C:25]1[CH:30]=[CH:29][C:28]([O:31][CH3:32])=[CH:27][CH:26]=1)(=O)C1C=CC=CC=1.C[O-].[Na+].O1CCCC1.C(O)(=O)C.